From a dataset of NCI-60 drug combinations with 297,098 pairs across 59 cell lines. Regression. Given two drug SMILES strings and cell line genomic features, predict the synergy score measuring deviation from expected non-interaction effect. Drug 1: C1=CC(=CC=C1CCC2=CNC3=C2C(=O)NC(=N3)N)C(=O)NC(CCC(=O)O)C(=O)O. Drug 2: CC1C(C(CC(O1)OC2CC(CC3=C2C(=C4C(=C3O)C(=O)C5=CC=CC=C5C4=O)O)(C(=O)C)O)N)O. Cell line: RXF 393. Synergy scores: CSS=56.4, Synergy_ZIP=-6.12, Synergy_Bliss=-2.11, Synergy_Loewe=-8.64, Synergy_HSA=3.94.